Dataset: Full USPTO retrosynthesis dataset with 1.9M reactions from patents (1976-2016). Task: Predict the reactants needed to synthesize the given product. (1) Given the product [CH3:19][O:20][C:21]([C:23]1[CH:24]=[C:25]([C:29]2[CH:34]=[CH:33][C:32]([CH2:35][NH:36][C:9]([C:8]3[C:7]([O:6][C:5]4[CH:16]=[CH:17][CH:18]=[C:3]([C:1]#[N:2])[CH:4]=4)=[N:15][CH:14]=[CH:13][CH:12]=3)=[O:11])=[C:31]([F:37])[CH:30]=2)[CH:26]=[CH:27][CH:28]=1)=[O:22], predict the reactants needed to synthesize it. The reactants are: [C:1]([C:3]1[CH:4]=[C:5]([CH:16]=[CH:17][CH:18]=1)[O:6][C:7]1[N:15]=[CH:14][CH:13]=[CH:12][C:8]=1[C:9]([OH:11])=O)#[N:2].[CH3:19][O:20][C:21]([C:23]1[CH:24]=[C:25]([C:29]2[CH:34]=[CH:33][C:32]([CH2:35][NH2:36])=[C:31]([F:37])[CH:30]=2)[CH:26]=[CH:27][CH:28]=1)=[O:22]. (2) Given the product [C:2]([OH:14])(=[O:13])[CH2:3][C:4]([CH2:9][C:10]([OH:12])=[O:11])([C:6]([OH:8])=[O:7])[OH:5], predict the reactants needed to synthesize it. The reactants are: O.[C:2]([OH:14])(=[O:13])[CH2:3][C:4]([CH2:9][C:10]([OH:12])=[O:11])([C:6]([OH:8])=[O:7])[OH:5]. (3) Given the product [Cl:1][CH:18]([CH2:17][C:14]1[CH:15]=[CH:16][C:11]([O:10][CH3:9])=[CH:12][CH:13]=1)[CH:19]=[O:20], predict the reactants needed to synthesize it. The reactants are: [Cl:1]N1C(=O)CCC1=O.[CH3:9][O:10][C:11]1[CH:16]=[CH:15][C:14]([CH2:17][CH2:18][CH:19]=[O:20])=[CH:13][CH:12]=1.N1CCC[C@@H]1C(O)=O.ClCCl. (4) Given the product [N+:17]([C:8]1[C:9]2[CH2:10][CH2:11][CH2:12][CH2:13][C:14]=2[CH:15]=[CH:16][C:7]=1[NH:35][C:32]1[CH:31]=[CH:30][C:29]([NH:28][C:27](=[O:36])[O:26][C:22]([CH3:24])([CH3:23])[CH3:25])=[CH:34][CH:33]=1)([O-:19])=[O:18], predict the reactants needed to synthesize it. The reactants are: FC(F)(F)S(O[C:7]1[CH:16]=[CH:15][C:14]2[CH2:13][CH2:12][CH2:11][CH2:10][C:9]=2[C:8]=1[N+:17]([O-:19])=[O:18])(=O)=O.[C:22]([O:26][C:27](=[O:36])[NH:28][C:29]1[CH:34]=[CH:33][C:32]([NH2:35])=[CH:31][CH:30]=1)([CH3:25])([CH3:24])[CH3:23].